The task is: Predict which catalyst facilitates the given reaction.. This data is from Catalyst prediction with 721,799 reactions and 888 catalyst types from USPTO. (1) Reactant: [CH3:1][O:2][C:3]([C:5]1[C:10]([NH2:11])=[N:9][C:8]([CH2:12][CH:13](OC)[O:14][CH3:15])=[CH:7][N:6]=1)=[O:4].CCN(CC)CC.FC(F)(F)S([O-])(=O)=O.C([O-])(O)=O.[Na+]. The catalyst class is: 2. Product: [CH3:1][O:2][C:3]([C:5]1[C:10]([NH2:11])=[N:9][C:8]([CH:12]=[CH:13][O:14][CH3:15])=[CH:7][N:6]=1)=[O:4]. (2) Reactant: [CH3:1][C:2]1[CH:7]=[CH:6][CH:5]=[CH:4][C:3]=1/[CH:8]=[CH:9]/[C:10]1[CH:15]=[CH:14][N:13]=[CH:12][C:11]=1[C:16]([O:18][CH2:19][CH3:20])=[O:17]. Product: [CH3:1][C:2]1[CH:7]=[CH:6][CH:5]=[CH:4][C:3]=1[CH2:8][CH2:9][C:10]1[CH:15]=[CH:14][N:13]=[CH:12][C:11]=1[C:16]([O:18][CH2:19][CH3:20])=[O:17]. The catalyst class is: 19. (3) Reactant: C(P(CCCC)CCCC)CCC.[CH2:14]([O:16][C@@H:17]([CH2:23][C:24]1[CH:29]=[CH:28][C:27]([OH:30])=[CH:26][CH:25]=1)[C:18]([O:20][CH2:21][CH3:22])=[O:19])[CH3:15].[CH2:31]([O:33][C:34](=[O:68])[C@@H:35]([O:65][CH2:66][CH3:67])[CH2:36][C:37]1[CH:42]=[CH:41][C:40]([O:43][CH2:44]/[CH:45]=[C:46](/[C:48]2[CH:53]=[CH:52][C:51]([C:54]3[CH:59]=[CH:58][C:57](/[C:60](/[CH3:64])=[CH:61]/[CH2:62]O)=[CH:56][CH:55]=3)=[CH:50][CH:49]=2)\[CH3:47])=[CH:39][CH:38]=1)[CH3:32]. Product: [CH2:21]([O:20][C:18](=[O:19])[C@@H:17]([O:16][CH2:14][CH3:15])[CH2:23][C:24]1[CH:25]=[CH:26][C:27]([O:30][CH2:62]/[CH:61]=[C:60](/[C:57]2[CH:56]=[CH:55][C:54]([C:51]3[CH:52]=[CH:53][C:48](/[C:46](/[CH3:47])=[CH:45]/[CH2:44][O:43][C:40]4[CH:39]=[CH:38][C:37]([CH2:36][C@H:35]([O:65][CH2:66][CH3:67])[C:34]([O:33][CH2:31][CH3:32])=[O:68])=[CH:42][CH:41]=4)=[CH:49][CH:50]=3)=[CH:59][CH:58]=2)\[CH3:64])=[CH:28][CH:29]=1)[CH3:22]. The catalyst class is: 299. (4) Reactant: [N:1]1[CH:2]=[C:3]([S:10][C:11]2[CH:20]=[CH:19][C:14]3[N:15]=[C:16]([NH2:18])[S:17][C:13]=3[CH:12]=2)[N:4]2[CH:9]=[CH:8][CH:7]=[N:6][C:5]=12.[O:21]1[CH2:26][CH2:25][CH:24]([C:27](O)=[O:28])[CH2:23][CH2:22]1.Cl.CN(C)CCCN=C=NCC. Product: [N:1]1[CH:2]=[C:3]([S:10][C:11]2[CH:20]=[CH:19][C:14]3[N:15]=[C:16]([NH:18][C:27]([CH:24]4[CH2:25][CH2:26][O:21][CH2:22][CH2:23]4)=[O:28])[S:17][C:13]=3[CH:12]=2)[N:4]2[CH:9]=[CH:8][CH:7]=[N:6][C:5]=12. The catalyst class is: 17.